From a dataset of Catalyst prediction with 721,799 reactions and 888 catalyst types from USPTO. Predict which catalyst facilitates the given reaction. (1) Reactant: [C:1]1([CH3:16])[CH:6]=[CH:5][C:4]([S:7]([O:10][C@H:11]2[CH2:14][C@@H:13]([OH:15])[CH2:12]2)(=[O:9])=[O:8])=[CH:3][CH:2]=1.N1C=CC=CC=1.[C:23]1([CH3:43])[CH:28]=[CH:27][C:26]([S:29](O[S:29]([C:26]2[CH:27]=[CH:28][C:23]([CH3:43])=[CH:24][CH:25]=2)(=[O:31])=[O:30])(=[O:31])=[O:30])=[CH:25][CH:24]=1. Product: [C:1]1([CH3:16])[CH:2]=[CH:3][C:4]([S:7]([O:10][C@H:11]2[CH2:12][C@@H:13]([O:15][S:29]([C:26]3[CH:27]=[CH:28][C:23]([CH3:43])=[CH:24][CH:25]=3)(=[O:31])=[O:30])[CH2:14]2)(=[O:8])=[O:9])=[CH:5][CH:6]=1. The catalyst class is: 4. (2) Reactant: [CH2:1]([N:8]1[CH2:12][CH2:11][N:10]=[C:9]1[CH2:13][C:14]#[N:15])[C:2]1[CH:7]=[CH:6][CH:5]=[CH:4][CH:3]=1.Cl[C:17]1[C:26]2[C:21](=[CH:22][C:23]([O:29][CH3:30])=[C:24]([O:27][CH3:28])[CH:25]=2)[N:20]=[N:19][CH:18]=1.CN(C)C=O.C[Si]([N-][Si](C)(C)C)(C)C.[K+]. Product: [CH2:1]([N:8]1[CH2:12][CH2:11][N:10]=[C:9]1[CH:13]([C:17]1[C:26]2[C:21](=[CH:22][C:23]([O:29][CH3:30])=[C:24]([O:27][CH3:28])[CH:25]=2)[N:20]=[N:19][CH:18]=1)[C:14]#[N:15])[C:2]1[CH:3]=[CH:4][CH:5]=[CH:6][CH:7]=1. The catalyst class is: 11. (3) Reactant: C([O:3][C:4](=[O:46])[C:5]([CH3:45])([CH3:44])[CH2:6][C:7]1[N:8]([CH2:29][C:30]2[CH:35]=[CH:34][C:33]([C:36]3[CH:37]=[CH:38][C:39]([O:42][CH3:43])=[N:40][CH:41]=3)=[CH:32][CH:31]=2)[C:9]2[C:14]([C:15]=1[S:16][C:17]([CH3:20])([CH3:19])[CH3:18])=[CH:13][C:12]([O:21][CH2:22][C:23]1[CH:28]=[CH:27][CH:26]=[CH:25][N:24]=1)=[CH:11][CH:10]=2)C.O[Li].O. Product: [N:24]1[CH:25]=[CH:26][CH:27]=[CH:28][C:23]=1[CH2:22][O:21][C:12]1[CH:13]=[C:14]2[C:9](=[CH:10][CH:11]=1)[N:8]([CH2:29][C:30]1[CH:31]=[CH:32][C:33]([C:36]3[CH:37]=[CH:38][C:39]([O:42][CH3:43])=[N:40][CH:41]=3)=[CH:34][CH:35]=1)[C:7]([CH2:6][C:5]([CH3:45])([CH3:44])[C:4]([OH:46])=[O:3])=[C:15]2[S:16][C:17]([CH3:20])([CH3:19])[CH3:18]. The catalyst class is: 87. (4) Reactant: [C:1]([O:5][C:6](=[O:23])[NH:7][C@@H:8]([CH2:12][CH:13]1C(=O)OC(C)(C)[O:15][C:14]1=O)[CH:9]([CH3:11])[CH3:10])([CH3:4])([CH3:3])[CH3:2].C1(C)C=CC=CC=1. Product: [C:1]([O:5][C:6]([N:7]1[C:14](=[O:15])[CH2:13][CH2:12][C@H:8]1[CH:9]([CH3:11])[CH3:10])=[O:23])([CH3:4])([CH3:3])[CH3:2]. The catalyst class is: 194. (5) Reactant: F[C:2]1[C:3]([N+:25]([O-:27])=[O:26])=[C:4]2[C:9](=[C:10]([O:13][CH3:14])[C:11]=1[F:12])[N:8]([C@@H:15]1[CH2:17][C@@H:16]1[F:18])[CH:7]=[C:6]([C:19]([O:21][CH2:22][CH3:23])=[O:20])[C:5]2=[O:24].O.[NH3:29].O.C(Cl)(Cl)Cl. Product: [NH2:29][C:2]1[C:3]([N+:25]([O-:27])=[O:26])=[C:4]2[C:9](=[C:10]([O:13][CH3:14])[C:11]=1[F:12])[N:8]([C@@H:15]1[CH2:17][C@@H:16]1[F:18])[CH:7]=[C:6]([C:19]([O:21][CH2:22][CH3:23])=[O:20])[C:5]2=[O:24]. The catalyst class is: 9. (6) Reactant: C(OC([N:8]1[CH2:13][CH2:12][CH:11]([CH2:14][N:15]2[CH2:20][CH2:19][N:18]([S:21]([C:24]3[CH:29]=[CH:28][C:27]([C:30]#[C:31][Si](C)(C)C)=[CH:26][CH:25]=3)(=[O:23])=[O:22])[CH2:17][C:16]2=[O:36])[CH2:10][CH2:9]1)=O)(C)(C)C.FC(F)(F)C(O)=O. Product: [C:30]([C:27]1[CH:26]=[CH:25][C:24]([S:21]([N:18]2[CH2:19][CH2:20][N:15]([CH2:14][CH:11]3[CH2:12][CH2:13][NH:8][CH2:9][CH2:10]3)[C:16](=[O:36])[CH2:17]2)(=[O:23])=[O:22])=[CH:29][CH:28]=1)#[CH:31]. The catalyst class is: 11. (7) The catalyst class is: 9. Product: [CH2:17]([N:13]1[C:14]2[CH:1]=[CH:2][CH:3]=[CH:4][C:5]=2[S:6][C:7]2[C:12]1=[CH:11][CH:10]=[CH:9][CH:8]=2)[CH2:18][CH2:19][CH2:20][CH2:21][CH2:22][CH2:23][CH3:24]. Reactant: [CH:1]1[C:14]2[NH:13][C:12]3[C:7](=[CH:8][CH:9]=[CH:10][CH:11]=3)[S:6][C:5]=2[CH:4]=[CH:3][CH:2]=1.[H-].[Na+].[CH2:17](Br)[CH2:18][CH2:19][CH2:20][CH2:21][CH2:22][CH2:23][CH3:24].